Dataset: NCI-60 drug combinations with 297,098 pairs across 59 cell lines. Task: Regression. Given two drug SMILES strings and cell line genomic features, predict the synergy score measuring deviation from expected non-interaction effect. (1) Drug 1: CCC1=C2CN3C(=CC4=C(C3=O)COC(=O)C4(CC)O)C2=NC5=C1C=C(C=C5)O. Drug 2: COC1=C2C(=CC3=C1OC=C3)C=CC(=O)O2. Cell line: HCC-2998. Synergy scores: CSS=18.2, Synergy_ZIP=-1.50, Synergy_Bliss=-3.04, Synergy_Loewe=-83.3, Synergy_HSA=-5.39. (2) Drug 1: C1=CC(=C2C(=C1NCCNCCO)C(=O)C3=C(C=CC(=C3C2=O)O)O)NCCNCCO. Drug 2: CN(C)C1=NC(=NC(=N1)N(C)C)N(C)C. Cell line: COLO 205. Synergy scores: CSS=76.4, Synergy_ZIP=20.0, Synergy_Bliss=17.4, Synergy_Loewe=-16.1, Synergy_HSA=13.4. (3) Drug 1: C1=CC(=CC=C1CCC2=CNC3=C2C(=O)NC(=N3)N)C(=O)NC(CCC(=O)O)C(=O)O. Drug 2: C1=CC(=CC=C1CC(C(=O)O)N)N(CCCl)CCCl.Cl. Cell line: SK-MEL-2. Synergy scores: CSS=7.06, Synergy_ZIP=-3.23, Synergy_Bliss=-1.07, Synergy_Loewe=-16.9, Synergy_HSA=-2.62. (4) Drug 1: CC12CCC3C(C1CCC2=O)CC(=C)C4=CC(=O)C=CC34C. Drug 2: C1CN1P(=S)(N2CC2)N3CC3. Cell line: SK-MEL-5. Synergy scores: CSS=28.5, Synergy_ZIP=-3.93, Synergy_Bliss=-2.53, Synergy_Loewe=-4.49, Synergy_HSA=-0.119. (5) Drug 1: C1CCC(C1)C(CC#N)N2C=C(C=N2)C3=C4C=CNC4=NC=N3. Drug 2: C1=NC2=C(N=C(N=C2N1C3C(C(C(O3)CO)O)O)F)N. Cell line: HOP-92. Synergy scores: CSS=6.28, Synergy_ZIP=-3.49, Synergy_Bliss=-1.90, Synergy_Loewe=-5.83, Synergy_HSA=-2.49. (6) Drug 1: C1CN(P(=O)(OC1)NCCCl)CCCl. Drug 2: CC1CCCC2(C(O2)CC(NC(=O)CC(C(C(=O)C(C1O)C)(C)C)O)C(=CC3=CSC(=N3)C)C)C. Cell line: SR. Synergy scores: CSS=89.0, Synergy_ZIP=2.70, Synergy_Bliss=5.17, Synergy_Loewe=2.55, Synergy_HSA=2.96. (7) Drug 1: C1=NC2=C(N=C(N=C2N1C3C(C(C(O3)CO)O)F)Cl)N. Drug 2: C1CN1C2=NC(=NC(=N2)N3CC3)N4CC4. Cell line: MALME-3M. Synergy scores: CSS=18.8, Synergy_ZIP=-4.44, Synergy_Bliss=0.373, Synergy_Loewe=-2.00, Synergy_HSA=-1.82.